From a dataset of Forward reaction prediction with 1.9M reactions from USPTO patents (1976-2016). Predict the product of the given reaction. Given the reactants Cl[C:2]1[CH:7]=[C:6]([C:8]([F:11])([F:10])[F:9])[N:5]=[C:4]([O:12][CH:13]2[CH2:17][CH2:16][CH2:15][CH2:14]2)[N:3]=1.CC1(C)C(C)(C)OB([CH2:26][C:27]2[CH:32]=[CH:31][C:30]([CH2:33][C:34]([O:36][CH3:37])=[O:35])=[CH:29][CH:28]=2)O1.C([O-])([O-])=O.[Na+].[Na+].O1CCOCC1, predict the reaction product. The product is: [CH:13]1([O:12][C:4]2[N:3]=[C:2]([CH2:26][C:27]3[CH:28]=[CH:29][C:30]([CH2:33][C:34]([O:36][CH3:37])=[O:35])=[CH:31][CH:32]=3)[CH:7]=[C:6]([C:8]([F:11])([F:10])[F:9])[N:5]=2)[CH2:17][CH2:16][CH2:15][CH2:14]1.